This data is from Forward reaction prediction with 1.9M reactions from USPTO patents (1976-2016). The task is: Predict the product of the given reaction. (1) Given the reactants [CH3:1][O:2][C:3]1[CH:25]=[CH:24][C:6]([C:7]([C:9]2[S:13][C:12]([C:14]3[CH:19]=[CH:18][CH:17]=[CH:16][CH:15]=3)=[C:11]([CH2:20][C:21](O)=[O:22])[CH:10]=2)=[O:8])=[CH:5][CH:4]=1.C(Cl)(=O)C(Cl)=O.CN(C)C=O.[NH:37]1[CH2:41][CH2:40][CH2:39][CH2:38]1, predict the reaction product. The product is: [CH3:1][O:2][C:3]1[CH:4]=[CH:5][C:6]([C:7]([C:9]2[S:13][C:12]([C:14]3[CH:15]=[CH:16][CH:17]=[CH:18][CH:19]=3)=[C:11]([CH2:20][C:21]([N:37]3[CH2:41][CH2:40][CH2:39][CH2:38]3)=[O:22])[CH:10]=2)=[O:8])=[CH:24][CH:25]=1. (2) The product is: [OH:8][CH2:9][CH2:10][NH:11][CH2:12][C@@H:13]([NH:29][C:30]([C:32]1[S:48][C:35]2=[N:36][C:37]3[CH2:38][CH2:39][C@@H:40]([C:44]([CH3:46])([CH3:45])[CH3:47])[CH2:41][C:42]=3[CH:43]=[C:34]2[CH:33]=1)=[O:31])[C:14]1[CH:19]=[CH:18][CH:17]=[C:16]([NH:20][C:21]([C:23]2[CH:27]=[C:26]([CH3:28])[O:25][N:24]=2)=[O:22])[CH:15]=1. Given the reactants C([O:8][CH2:9][CH2:10][NH:11][CH2:12][C@@H:13]([NH:29][C:30]([C:32]1[S:48][C:35]2=[N:36][C:37]3[CH2:38][CH2:39][C@@H:40]([C:44]([CH3:47])([CH3:46])[CH3:45])[CH2:41][C:42]=3[CH:43]=[C:34]2[CH:33]=1)=[O:31])[C:14]1[CH:19]=[CH:18][CH:17]=[C:16]([NH:20][C:21]([C:23]2[CH:27]=[C:26]([CH3:28])[O:25][N:24]=2)=[O:22])[CH:15]=1)C1C=CC=CC=1.CS(O)(=O)=O.[OH-].[Na+], predict the reaction product. (3) The product is: [C:16]1([C@@H:14]2[CH2:15][C@H:13]2[NH:5][CH2:6][CH:7]2[CH2:8][CH2:9][N:10]([CH2:31][CH2:32][C:33]([OH:35])=[O:34])[CH2:11][CH2:12]2)[CH:17]=[CH:18][CH:19]=[CH:20][CH:21]=1. Given the reactants FC(F)(F)C([N:5]([C@@H:13]1[CH2:15][C@H:14]1[C:16]1[CH:21]=[CH:20][CH:19]=[CH:18][CH:17]=1)[CH2:6][CH:7]1[CH2:12][CH2:11][NH:10][CH2:9][CH2:8]1)=O.C(=O)([O-])[O-].[K+].[K+].Br[CH2:31][CH2:32][C:33]([O:35]C(C)(C)C)=[O:34], predict the reaction product.